From a dataset of Forward reaction prediction with 1.9M reactions from USPTO patents (1976-2016). Predict the product of the given reaction. Given the reactants [ClH:1].[O:2]=[C:3]([N:6]1[CH2:10]CC[CH2:7]1)[CH2:4][NH2:5].Cl.CNC.CN1CCO[CH2:18][CH2:17]1, predict the reaction product. The product is: [ClH:1].[NH2:5][C@@H:4]([CH2:17][CH3:18])[C:3]([N:6]([CH3:7])[CH3:10])=[O:2].